This data is from Peptide-MHC class I binding affinity with 185,985 pairs from IEDB/IMGT. The task is: Regression. Given a peptide amino acid sequence and an MHC pseudo amino acid sequence, predict their binding affinity value. This is MHC class I binding data. (1) The peptide sequence is ACQGVGGPGHK. The MHC is HLA-A24:02 with pseudo-sequence HLA-A24:02. The binding affinity (normalized) is 0. (2) The peptide sequence is DTAVYYCAR. The MHC is HLA-A01:01 with pseudo-sequence HLA-A01:01. The binding affinity (normalized) is 0.184. (3) The peptide sequence is LLIMGQLTW. The MHC is HLA-B58:01 with pseudo-sequence HLA-B58:01. The binding affinity (normalized) is 0.777. (4) The peptide sequence is ALVSDCAST. The MHC is HLA-A02:02 with pseudo-sequence HLA-A02:02. The binding affinity (normalized) is 0.394. (5) The binding affinity (normalized) is 0. The MHC is HLA-A02:06 with pseudo-sequence HLA-A02:06. The peptide sequence is SMAVAARKKL. (6) The peptide sequence is VFKVKLHEI. The MHC is HLA-B58:01 with pseudo-sequence HLA-B58:01. The binding affinity (normalized) is 0.0847. (7) The peptide sequence is ATVAYFNMVY. The MHC is HLA-A01:01 with pseudo-sequence HLA-A01:01. The binding affinity (normalized) is 0.372. (8) The peptide sequence is VQLGIPHPAGL. The MHC is Mamu-A07 with pseudo-sequence Mamu-A07. The binding affinity (normalized) is 0. (9) The binding affinity (normalized) is 0.0685. The peptide sequence is SFQQPLQQY. The MHC is HLA-A01:01 with pseudo-sequence HLA-A01:01.